Dataset: Full USPTO retrosynthesis dataset with 1.9M reactions from patents (1976-2016). Task: Predict the reactants needed to synthesize the given product. (1) Given the product [NH2:19][C:18]1[N:17]=[CH:16][C:15]2[C:20]([C:23]3[CH2:24][CH2:25][N:26]([C:34]([NH2:33])=[O:35])[CH2:27][CH:28]=3)=[CH:21][O:22][C:14]=2[C:13]=1[O:12][C@@H:10]([C:3]1[C:4]([Cl:9])=[CH:5][CH:6]=[C:7]([F:8])[C:2]=1[Cl:1])[CH3:11], predict the reactants needed to synthesize it. The reactants are: [Cl:1][C:2]1[C:7]([F:8])=[CH:6][CH:5]=[C:4]([Cl:9])[C:3]=1[C@H:10]([O:12][C:13]1[C:14]2[O:22][CH:21]=[C:20]([C:23]3[CH2:24][CH2:25][NH:26][CH2:27][CH:28]=3)[C:15]=2[CH:16]=[N:17][C:18]=1[NH2:19])[CH3:11].C[Si]([N:33]=[C:34]=[O:35])(C)C.CN(C=O)C.CCN(C(C)C)C(C)C. (2) Given the product [N:18]([CH2:11][CH:1]([CH2:3][CH2:4][CH2:5][CH2:6][CH3:7])[CH2:20][CH2:21][CH3:22])=[C:16]=[O:17], predict the reactants needed to synthesize it. The reactants are: [C:1]([CH:11]1[NH:18][C:16](=[O:17])CCCC1)([CH:3]1NC(=O)[CH2:7][CH2:6][CH2:5][CH2:4]1)=O.N[C:20](N)(N)[CH2:21][CH2:22]CCCCCC.